The task is: Predict the product of the given reaction.. This data is from Forward reaction prediction with 1.9M reactions from USPTO patents (1976-2016). Given the reactants Cl[S:2]([C:5]1[CH:19]=[CH:18][C:8]([O:9][C:10]([CH3:17])([CH3:16])[C:11]([O:13][CH2:14][CH3:15])=[O:12])=[CH:7][CH:6]=1)(=O)=O.CCO.[Sn].Cl, predict the reaction product. The product is: [CH3:17][C:10]([O:9][C:8]1[CH:7]=[CH:6][C:5]([SH:2])=[CH:19][CH:18]=1)([CH3:16])[C:11]([O:13][CH2:14][CH3:15])=[O:12].